The task is: Predict which catalyst facilitates the given reaction.. This data is from Catalyst prediction with 721,799 reactions and 888 catalyst types from USPTO. (1) Reactant: [H-].[Na+].[I-].[CH3:4][S+](C)(C)=O.[CH3:9][N:10]1[CH:18]=[C:17]2[C:12]([CH:13]=[CH:14][CH:15]=[C:16]2/[CH:19]=[CH:20]/[C:21]([O:23][CH2:24][CH3:25])=[O:22])=[N:11]1.O. Product: [CH3:9][N:10]1[CH:18]=[C:17]2[C:12]([CH:13]=[CH:14][CH:15]=[C:16]2[C@@H:19]2[CH2:4][C@H:20]2[C:21]([O:23][CH2:24][CH3:25])=[O:22])=[N:11]1. The catalyst class is: 16. (2) Reactant: [O:1]=[C:2]1[C:9]2[C:10]([C:13]([OH:15])=O)=[CH:11][O:12][C:8]=2[CH2:7][C:4]2([CH2:6][CH2:5]2)C1.[NH2:16][C:17]1[CH:18]=[CH:19][C:20]([N:26]2[CH2:31][CH2:30][N:29]([C:32](=[O:34])[CH3:33])[CH2:28][CH2:27]2)=[N:21][C:22]=1[O:23][CH2:24][CH3:25].CN1C=[C:43]2[C:38](C=CC(N)=C2)=[N:37]1.[CH2:46]([OH:48])C.[CH3:49][CH2:50][CH2:51][CH2:52][CH2:53][CH3:54]. Product: [C:32]([N:29]1[CH2:28][CH2:27][N:26]([C:20]2[N:21]=[C:22]([O:23][CH2:24][CH3:25])[C:17]([NH:16][C:13]([C:10]3[C:9]4[C:2](=[O:1])[N:37]([CH2:38][CH2:43][O:48][CH2:46][C:51]5[CH:50]=[CH:49][CH:54]=[CH:53][CH:52]=5)[C:4]([CH3:5])([CH3:6])[CH2:7][C:8]=4[O:12][CH:11]=3)=[O:15])=[CH:18][CH:19]=2)[CH2:31][CH2:30]1)(=[O:34])[CH3:33]. The catalyst class is: 13. (3) Reactant: [F:1][C:2]([C:5]1[CH:9]=[C:8]([NH:10][C:11](=[O:19])OC2C=CC=CC=2)[O:7][N:6]=1)([CH3:4])[CH3:3].[CH3:20][O:21][C:22]1[CH:23]=[C:24]2[C:29](=[CH:30][C:31]=1[O:32][CH2:33][CH2:34][O:35][CH3:36])[N:28]=[CH:27][N:26]=[C:25]2[S:37][C:38]1[CH:39]=[C:40]([CH:42]=[CH:43][CH:44]=1)[NH2:41].C(N(C(C)C)CC)(C)C. Product: [F:1][C:2]([C:5]1[CH:9]=[C:8]([NH:10][C:11]([NH:41][C:40]2[CH:42]=[CH:43][CH:44]=[C:38]([S:37][C:25]3[C:24]4[C:29](=[CH:30][C:31]([O:32][CH2:33][CH2:34][O:35][CH3:36])=[C:22]([O:21][CH3:20])[CH:23]=4)[N:28]=[CH:27][N:26]=3)[CH:39]=2)=[O:19])[O:7][N:6]=1)([CH3:3])[CH3:4]. The catalyst class is: 142. (4) Reactant: [O:1]1[C:5]([C:6]2[CH:11]=[CH:10][C:9]([NH:12][C:13]3[N:14]=[C:15]([N:23]([C:27]4[CH:32]=[CH:31][CH:30]=[CH:29][CH:28]=4)[CH2:24][CH2:25][OH:26])[C:16]4[CH2:22][NH:21][CH2:20][CH2:19][C:17]=4[N:18]=3)=[CH:8][CH:7]=2)=[CH:4][N:3]=[CH:2]1.C(N(CC)CC)C.[C:40](Cl)(=[O:43])[CH2:41][CH3:42]. Product: [OH:26][CH2:25][CH2:24][N:23]([C:27]1[CH:28]=[CH:29][CH:30]=[CH:31][CH:32]=1)[C:15]1[C:16]2[CH2:22][N:21]([C:40](=[O:43])[CH2:41][CH3:42])[CH2:20][CH2:19][C:17]=2[N:18]=[C:13]([NH:12][C:9]2[CH:10]=[CH:11][C:6]([C:5]3[O:1][CH:2]=[N:3][CH:4]=3)=[CH:7][CH:8]=2)[N:14]=1. The catalyst class is: 174. (5) Reactant: [CH3:1][C:2]1([CH3:18])[O:6][C:5]([C:7]2[CH:8]=[CH:9][C:10]([O:15][CH3:16])=[C:11]([CH:14]=2)[C:12]#[N:13])=[CH:4][C:3]1=[O:17].C1C(=O)N([Br:26])C(=O)C1. Product: [Br:26][C:4]1[C:3](=[O:17])[C:2]([CH3:18])([CH3:1])[O:6][C:5]=1[C:7]1[CH:8]=[CH:9][C:10]([O:15][CH3:16])=[C:11]([CH:14]=1)[C:12]#[N:13]. The catalyst class is: 373. (6) Reactant: [CH2:1]([O:8][C:9]1[CH:10]=[C:11]([CH:28]=[CH:29][CH:30]=1)[O:12][C:13]1[CH:14]=[CH:15][C:16]2[CH:20]([CH2:21][CH2:22][C:23]([OH:25])=[O:24])[O:19][B:18]([OH:26])[C:17]=2[CH:27]=1)[C:2]1[CH:7]=[CH:6][CH:5]=[CH:4][CH:3]=1.[CH2:31](O)[CH3:32]. Product: [CH2:1]([O:8][C:9]1[CH:10]=[C:11]([CH:28]=[CH:29][CH:30]=1)[O:12][C:13]1[CH:14]=[CH:15][C:16]2[CH:20]([CH2:21][CH2:22][C:23]([O:25][CH2:31][CH3:32])=[O:24])[O:19][B:18]([OH:26])[C:17]=2[CH:27]=1)[C:2]1[CH:3]=[CH:4][CH:5]=[CH:6][CH:7]=1. The catalyst class is: 65. (7) Reactant: [CH2:1]([O:3][C:4]([C:6]1[S:10][C:9]([C:11]2[CH:16]=[CH:15][CH:14]=[CH:13][CH:12]=2)=[N:8][C:7]=1OS(C(F)(F)F)(=O)=O)=[O:5])[CH3:2].[NH:25]1[CH2:30][CH2:29][CH2:28][CH2:27][CH2:26]1. Product: [CH2:1]([O:3][C:4]([C:6]1[S:10][C:9]([C:11]2[CH:16]=[CH:15][CH:14]=[CH:13][CH:12]=2)=[N:8][C:7]=1[N:25]1[CH2:30][CH2:29][CH2:28][CH2:27][CH2:26]1)=[O:5])[CH3:2]. The catalyst class is: 133. (8) Reactant: [H-].[Na+].[CH3:3][O:4][C:5]1[CH:6]=[C:7]2[C:11](=[CH:12][CH:13]=1)[NH:10][CH:9]=[CH:8]2.Cl[C:15]([C:17]1[CH:18]=[C:19]([CH:24]=[CH:25][CH:26]=1)[C:20]([O:22][CH3:23])=[O:21])=[O:16].C(OCC)(=O)C. Product: [CH3:3][O:4][C:5]1[CH:6]=[C:7]2[C:11](=[CH:12][CH:13]=1)[N:10]([C:15]([C:17]1[CH:18]=[C:19]([CH:24]=[CH:25][CH:26]=1)[C:20]([O:22][CH3:23])=[O:21])=[O:16])[CH:9]=[CH:8]2. The catalyst class is: 35. (9) Product: [N:1]1[CH:6]=[CH:5][CH:4]=[C:3]([CH2:7][CH2:8][CH:9]=[O:10])[CH:2]=1. The catalyst class is: 4. Reactant: [N:1]1[CH:6]=[CH:5][CH:4]=[C:3]([CH2:7][CH2:8][CH2:9][OH:10])[CH:2]=1.CC(OI1(OC(C)=O)(OC(C)=O)OC(=O)C2C=CC=CC1=2)=O.